From a dataset of CYP2C19 inhibition data for predicting drug metabolism from PubChem BioAssay. Regression/Classification. Given a drug SMILES string, predict its absorption, distribution, metabolism, or excretion properties. Task type varies by dataset: regression for continuous measurements (e.g., permeability, clearance, half-life) or binary classification for categorical outcomes (e.g., BBB penetration, CYP inhibition). Dataset: cyp2c19_veith. The compound is CC1CCN(C(=O)CSc2nc3cccnc3n2C)CC1. The result is 1 (inhibitor).